Dataset: Forward reaction prediction with 1.9M reactions from USPTO patents (1976-2016). Task: Predict the product of the given reaction. (1) The product is: [C:1]([OH:13])(=[O:12])[C:2]1[CH:11]=[CH:10][C:5]([C:6]([OH:8])=[O:7])=[CH:4][CH:3]=1. Given the reactants [C:1]([O:13]C)(=[O:12])[C:2]1[CH:11]=[CH:10][C:5]([C:6]([O:8]C)=[O:7])=[CH:4][CH:3]=1, predict the reaction product. (2) Given the reactants [Cl:1][C:2]1[CH:3]=[C:4](B2OC(C)(C)C(C)(C)O2)[CH:5]=[CH:6][C:7]=1[O:8][CH:9]([F:11])[F:10].[OH:21]OS([O-])=O.[K+], predict the reaction product. The product is: [Cl:1][C:2]1[CH:3]=[C:4]([OH:21])[CH:5]=[CH:6][C:7]=1[O:8][CH:9]([F:11])[F:10]. (3) Given the reactants [CH3:1][C:2]1[C:11](OS(C(F)(F)F)(=O)=O)=[CH:10][CH:9]=[C:8]2[C:3]=1[CH2:4][CH2:5][N:6]([C:20]([O:22][C:23]([CH3:26])([CH3:25])[CH3:24])=[O:21])[CH2:7]2.C([O-])(=O)C.[K+].[CH3:32][C:33]1([CH3:49])[C:37]([CH3:39])([CH3:38])[O:36][B:35]([B:35]2[O:36][C:37]([CH3:39])([CH3:38])[C:33]([CH3:49])([CH3:32])[O:34]2)[O:34]1, predict the reaction product. The product is: [CH3:1][C:2]1[C:11]([B:35]2[O:36][C:37]([CH3:39])([CH3:38])[C:33]([CH3:49])([CH3:32])[O:34]2)=[CH:10][CH:9]=[C:8]2[C:3]=1[CH2:4][CH2:5][N:6]([C:20]([O:22][C:23]([CH3:26])([CH3:25])[CH3:24])=[O:21])[CH2:7]2. (4) Given the reactants [Si:1]([O:8][CH2:9][CH2:10][O:11][C:12]1[CH:13]=[CH:14][C:15]([CH:28]=O)=[N:16][C:17]=1[C:18]1[CH:23]=[CH:22][CH:21]=[C:20]([S:24]([CH3:27])(=[O:26])=[O:25])[CH:19]=1)([C:4]([CH3:7])([CH3:6])[CH3:5])([CH3:3])[CH3:2].[NH2:30][C:31]1[CH:39]=[C:38]([O:40][CH3:41])[CH:37]=[C:36]([O:42][CH3:43])[C:32]=1[C:33]([NH2:35])=[O:34].OS([O-])=O.[Na+].O.C1(C)C=CC(S(O)(=O)=O)=CC=1, predict the reaction product. The product is: [Si:1]([O:8][CH2:9][CH2:10][O:11][C:12]1[CH:13]=[CH:14][C:15]([C:28]2[NH:35][C:33](=[O:34])[C:32]3[C:31](=[CH:39][C:38]([O:40][CH3:41])=[CH:37][C:36]=3[O:42][CH3:43])[N:30]=2)=[N:16][C:17]=1[C:18]1[CH:23]=[CH:22][CH:21]=[C:20]([S:24]([CH3:27])(=[O:25])=[O:26])[CH:19]=1)([C:4]([CH3:7])([CH3:6])[CH3:5])([CH3:3])[CH3:2]. (5) Given the reactants N[C:2]1[CH:7]=[CH:6][C:5]([O:8][CH2:9][C:10]#[CH:11])=C[C:3]=1[C:12]([C:14]1[CH:19]=[CH:18][C:17]([CH:20]([CH3:22])[CH3:21])=[CH:16][CH:15]=1)=O.[C:23]([O-:26])([O-])=O.[K+].[K+].Cl[C:30]1[CH:35]=[CH:34][CH:33]=[C:32]([S:36]([CH3:39])(=[O:38])=[O:37])[C:31]=1C.[CH3:41]N(C)C=O, predict the reaction product. The product is: [CH:20]([C:17]1[CH:16]=[CH:15][C:14]([C:12]2[C:5]([O:8][CH2:9][C:10]#[CH:11])=[CH:6][C:7]([CH:23]=[O:26])([CH2:41][C:30]3[CH:35]=[CH:34][CH:33]=[C:32]([S:36]([CH3:39])(=[O:37])=[O:38])[CH:31]=3)[CH2:2][CH:3]=2)=[CH:19][CH:18]=1)([CH3:21])[CH3:22]. (6) Given the reactants [CH2:1]([O:3][C:4](=[O:18])[C:5]([O:8][C:9]1[CH:17]=[CH:16][CH:15]=[C:14]2[C:10]=1[CH:11]=[CH:12][NH:13]2)([CH3:7])[CH3:6])[CH3:2].[OH-].[K+].CS(C)=O.Br[CH2:26][CH2:27][CH2:28][Cl:29], predict the reaction product. The product is: [CH2:1]([O:3][C:4](=[O:18])[C:5]([O:8][C:9]1[CH:17]=[CH:16][CH:15]=[C:14]2[C:10]=1[CH:11]=[CH:12][N:13]2[CH2:26][CH2:27][CH2:28][Cl:29])([CH3:7])[CH3:6])[CH3:2]. (7) Given the reactants [CH2:1]([C:4]1[C:9]([OH:10])=[CH:8][CH:7]=[CH:6][C:5]=1[NH:11][C:12](=[O:14])[CH3:13])[CH:2]=[CH2:3].[CH2:15](C1C=CC(NC(=O)C)=CC=1O)C=C.C(=O)([O-])[O-].[K+].[K+].CI, predict the reaction product. The product is: [CH2:1]([C:4]1[C:9]([O:10][CH3:15])=[CH:8][CH:7]=[CH:6][C:5]=1[NH:11][C:12](=[O:14])[CH3:13])[CH:2]=[CH2:3]. (8) Given the reactants [CH2:1]([O:5][C:6]1[CH:11]=[CH:10][C:9]([S:12]([N:15]([CH:17]([C:21]2[CH:26]=[CH:25][C:24]([O:27][CH2:28][CH2:29][CH2:30][NH:31][C:32]([O:34][CH2:35][CH3:36])=[O:33])=[CH:23][CH:22]=2)[C:18](O)=[O:19])[CH3:16])(=[O:14])=[O:13])=[CH:8][CH:7]=1)[C:2]#[C:3][CH3:4].[OH:37][N:38]1C2C=CC=CC=2N=N1.NO, predict the reaction product. The product is: [CH2:1]([O:5][C:6]1[CH:7]=[CH:8][C:9]([S:12]([N:15]([CH3:16])[CH:17]([C:21]2[CH:22]=[CH:23][C:24]([O:27][CH2:28][CH2:29][CH2:30][NH:31][C:32](=[O:33])[O:34][CH2:35][CH3:36])=[CH:25][CH:26]=2)[C:18]([NH:38][OH:37])=[O:19])(=[O:14])=[O:13])=[CH:10][CH:11]=1)[C:2]#[C:3][CH3:4]. (9) Given the reactants [CH3:1][C:2]1[N:7]=[C:6]([NH2:8])[CH:5]=[CH:4][C:3]=1[N+:9]([O-])=O, predict the reaction product. The product is: [CH3:1][C:2]1[N:7]=[C:6]([NH2:8])[CH:5]=[CH:4][C:3]=1[NH2:9].